Dataset: Reaction yield outcomes from USPTO patents with 853,638 reactions. Task: Predict the reaction yield, written as a fraction of the theoretical maximum amount of product (1.0 means a 100% yield; for example, 0.34 means a 34% yield). (1) The reactants are [F:1][C:2]([F:19])([F:18])[CH2:3][CH2:4][C:5]([C:7]1[CH:17]=[CH:16][C:10]([C:11]([O:13][CH2:14][CH3:15])=[O:12])=[CH:9][CH:8]=1)=O.[F:20][C:21]([F:35])([F:34])[C:22]1[CH:23]=[N:24][N:25]([C:27]2[N:32]=[CH:31][C:30]([NH2:33])=[CH:29][CH:28]=2)[CH:26]=1.[B][B][B][B][B][B][B][B][B][B]. The catalyst is CO. The product is [F:1][C:2]([F:19])([F:18])[CH2:3][CH2:4][CH:5]([C:7]1[CH:17]=[CH:16][C:10]([C:11]([O:13][CH2:14][CH3:15])=[O:12])=[CH:9][CH:8]=1)[NH:33][C:30]1[CH:31]=[N:32][C:27]([N:25]2[CH:26]=[C:22]([C:21]([F:35])([F:34])[F:20])[CH:23]=[N:24]2)=[CH:28][CH:29]=1. The yield is 0.420. (2) The reactants are [NH2:1][C:2]1[CH:3]=[C:4]([CH:17]=[CH:18][CH:19]=1)[O:5][C:6]1[C:15]2[NH:14][C:13](=[O:16])[CH:12]=[N:11][C:10]=2[N:9]=[CH:8][CH:7]=1.[F:20][C:21]1[CH:26]=[CH:25][C:24]([C:27]([F:30])([F:29])[F:28])=[CH:23][C:22]=1[N:31]=[C:32]=[O:33]. No catalyst specified. The product is [F:20][C:21]1[CH:26]=[CH:25][C:24]([C:27]([F:30])([F:29])[F:28])=[CH:23][C:22]=1[NH:31][C:32]([NH:1][C:2]1[CH:19]=[CH:18][CH:17]=[C:4]([O:5][C:6]2[C:15]3[NH:14][C:13](=[O:16])[CH:12]=[N:11][C:10]=3[N:9]=[CH:8][CH:7]=2)[CH:3]=1)=[O:33]. The yield is 0.730. (3) The catalyst is O1CCCC1. The reactants are [NH2:1][C:2]1[CH:11]=[CH:10][CH:9]=[C:8]([Cl:12])[C:3]=1[C:4]([O:6][CH3:7])=[O:5].N1C=CC=CC=1.[Br:19][CH2:20][CH2:21][CH2:22][CH2:23][C:24](Cl)=[O:25]. The yield is 0.960. The product is [Br:19][CH2:20][CH2:21][CH2:22][CH2:23][C:24]([NH:1][C:2]1[CH:11]=[CH:10][CH:9]=[C:8]([Cl:12])[C:3]=1[C:4]([O:6][CH3:7])=[O:5])=[O:25].